This data is from Peptide-MHC class II binding affinity with 134,281 pairs from IEDB. The task is: Regression. Given a peptide amino acid sequence and an MHC pseudo amino acid sequence, predict their binding affinity value. This is MHC class II binding data. (1) The peptide sequence is FDPYGATISATKESA. The MHC is HLA-DQA10501-DQB10201 with pseudo-sequence HLA-DQA10501-DQB10201. The binding affinity (normalized) is 0.364. (2) The MHC is DRB1_1501 with pseudo-sequence DRB1_1501. The binding affinity (normalized) is 0.639. The peptide sequence is MAFLRSVSRLAAAVF. (3) The peptide sequence is SERPAIVPPADKYRT. The MHC is DRB1_1501 with pseudo-sequence DRB1_1501. The binding affinity (normalized) is 0.140. (4) The peptide sequence is DGCWYPMEIRPRKTH. The MHC is DRB4_0103 with pseudo-sequence DRB4_0103. The binding affinity (normalized) is 0.738.